Dataset: Full USPTO retrosynthesis dataset with 1.9M reactions from patents (1976-2016). Task: Predict the reactants needed to synthesize the given product. (1) Given the product [C:20]([O:19][C:17]([CH2:16][O:13][C:12](=[O:14])[C@H:10]([CH3:11])[NH:9][C:4]1[CH:5]=[CH:6][C:7]([Cl:8])=[C:2]([Cl:1])[CH:3]=1)=[O:18])([CH3:23])([CH3:22])[CH3:21], predict the reactants needed to synthesize it. The reactants are: [Cl:1][C:2]1[CH:3]=[C:4]([NH:9][C@H:10]([C:12]([OH:14])=[O:13])[CH3:11])[CH:5]=[CH:6][C:7]=1[Cl:8].Br[CH2:16][C:17]([O:19][C:20]([CH3:23])([CH3:22])[CH3:21])=[O:18]. (2) Given the product [N:1]1[N:2]=[C:3]([C:10]2[CH:19]=[CH:18][C:17]3[C:12](=[C:13]([O:20][CH2:21][C:22]([CH3:24])([CH3:23])[C@@H:25]([OH:26])[CH2:29][OH:28])[CH:14]=[CH:15][CH:16]=3)[N:11]=2)[N:4]2[CH:9]=[CH:8][CH:7]=[CH:6][C:5]=12, predict the reactants needed to synthesize it. The reactants are: [N:1]1[N:2]=[C:3]([C:10]2[CH:19]=[CH:18][C:17]3[C:12](=[C:13]([O:20][CH2:21][C:22]([C@@H:25]4[CH2:29][O:28]C(C)(C)[O:26]4)([CH3:24])[CH3:23])[CH:14]=[CH:15][CH:16]=3)[N:11]=2)[N:4]2[CH:9]=[CH:8][CH:7]=[CH:6][C:5]=12.Cl.